The task is: Predict the reaction yield, written as a fraction of the theoretical maximum amount of product (1.0 means a 100% yield; for example, 0.34 means a 34% yield).. This data is from Reaction yield outcomes from USPTO patents with 853,638 reactions. (1) The reactants are [N:1]1([C:6]2[CH:11]=[CH:10][C:9]([C:12]#[C:13][CH2:14][OH:15])=[CH:8][CH:7]=2)[CH:5]=[CH:4][CH:3]=[N:2]1. The catalyst is CC(C)=O.O=[Mn]=O. The product is [N:1]1([C:6]2[CH:11]=[CH:10][C:9]([C:12]#[C:13][CH:14]=[O:15])=[CH:8][CH:7]=2)[CH:5]=[CH:4][CH:3]=[N:2]1. The yield is 0.270. (2) The reactants are [F:1][C:2]1[CH:3]=[C:4]2[C:9](=[C:10]([O:12][Si:13]([CH:20]([CH3:22])[CH3:21])([CH:17]([CH3:19])[CH3:18])[CH:14]([CH3:16])[CH3:15])[CH:11]=1)[N:8]=[C:7]([CH:23]=[N:24][NH:25][C:26]1[CH:31]=[CH:30][CH:29]=[CH:28][N:27]=1)[CH:6]=[CH:5]2.C(O)(=O)C.C(O)(=O)C.IC1C=CC=CC=1. The catalyst is ClCCl. The product is [N:25]1[N:24]=[C:23]([C:7]2[CH:6]=[CH:5][C:4]3[C:9](=[C:10]([O:12][Si:13]([CH:20]([CH3:21])[CH3:22])([CH:17]([CH3:18])[CH3:19])[CH:14]([CH3:15])[CH3:16])[CH:11]=[C:2]([F:1])[CH:3]=3)[N:8]=2)[N:27]2[CH:28]=[CH:29][CH:30]=[CH:31][C:26]=12. The yield is 0.940.